Predict the reaction yield, written as a fraction of the theoretical maximum amount of product (1.0 means a 100% yield; for example, 0.34 means a 34% yield). From a dataset of Reaction yield outcomes from USPTO patents with 853,638 reactions. (1) The reactants are [CH3:1][O:2][C@@H:3]([CH3:6])[CH2:4][OH:5].CCN(C(C)C)C(C)C.[CH3:16][S:17](Cl)(=[O:19])=[O:18]. The catalyst is C(Cl)Cl. The product is [CH3:16][S:17]([O:5][CH2:4][C@@H:3]([O:2][CH3:1])[CH3:6])(=[O:19])=[O:18]. The yield is 0.980. (2) The reactants are [C:1]([O:10]C)(=O)[C:2]1[C:3](=[CH:5][CH:6]=[CH:7][CH:8]=1)[SH:4].[C:12]([C:14]1[CH:19]=[CH:18][CH:17]=[C:16]([O:20][CH2:21][CH2:22][CH3:23])[N:15]=1)#[N:13].C(N(CC)CC)C. The catalyst is C1(C)C=CC=CC=1. The product is [CH2:21]([O:20][C:16]1[N:15]=[C:14]([C:12]2[S:4][C:3]3[CH:5]=[CH:6][CH:7]=[CH:8][C:2]=3[C:1](=[O:10])[N:13]=2)[CH:19]=[CH:18][CH:17]=1)[CH2:22][CH3:23]. The yield is 0.0700. (3) No catalyst specified. The yield is 0.710. The reactants are [S:1]1[CH:5]=[CH:4][CH:3]=[C:2]1[C:6]1[CH:7]=[C:8]([CH:11]=[CH:12][CH:13]=1)[CH:9]=O.[C:14]([C:17]1[CH:25]=[CH:24][C:20]([C:21]([OH:23])=[O:22])=[CH:19][CH:18]=1)(=[O:16])[CH3:15]. The product is [S:1]1[CH:5]=[CH:4][CH:3]=[C:2]1[C:6]1[CH:7]=[C:8](/[CH:9]=[CH:15]/[C:14]([C:17]2[CH:25]=[CH:24][C:20]([C:21]([OH:23])=[O:22])=[CH:19][CH:18]=2)=[O:16])[CH:11]=[CH:12][CH:13]=1.